The task is: Predict the product of the given reaction.. This data is from Forward reaction prediction with 1.9M reactions from USPTO patents (1976-2016). Given the reactants Br[C:2]1[CH:10]=[CH:9][CH:8]=[C:7]2[C:3]=1[C:4]([C:15]([N:17]1[CH2:22][CH2:21][CH:20]([C:23]3[CH:24]=[C:25]([CH:34]=[CH:35][C:36]=3[F:37])[CH2:26][NH:27][C:28](=[O:33])[C:29]([F:32])([F:31])[F:30])[CH2:19][CH2:18]1)=[O:16])=[CH:5][N:6]2[CH2:11][CH2:12][O:13][CH3:14].[N:38]1[CH:43]=[CH:42][C:41](B(O)O)=[CH:40][C:39]=1[CH3:47].C(=O)([O-])[O-].[Cs+].[Cs+].C(Cl)Cl, predict the reaction product. The product is: [F:30][C:29]([F:32])([F:31])[C:28]([NH:27][CH2:26][C:25]1[CH:34]=[CH:35][C:36]([F:37])=[C:23]([CH:20]2[CH2:19][CH2:18][N:17]([C:15]([C:4]3[C:3]4[C:7](=[CH:8][CH:9]=[CH:10][C:2]=4[C:41]4[CH:42]=[CH:43][N:38]=[C:39]([CH3:47])[CH:40]=4)[N:6]([CH2:11][CH2:12][O:13][CH3:14])[CH:5]=3)=[O:16])[CH2:22][CH2:21]2)[CH:24]=1)=[O:33].